From a dataset of Catalyst prediction with 721,799 reactions and 888 catalyst types from USPTO. Predict which catalyst facilitates the given reaction. Reactant: [ClH:1].CNC.[OH2:5].O[N:7]1[C:11]2[CH:12]=[CH:13][CH:14]=[CH:15][C:10]=2N=N1.Cl.[CH3:17][N:18]([CH3:27])[CH2:19][CH2:20][CH2:21]N=C=NCC.[C:28]([O:31][CH2:32][CH3:33])(=[O:30])C. Product: [Cl:1][C:14]1[CH:15]=[C:10]2[C:11](=[CH:12][CH:13]=1)[NH:7][C:21]([C:28]([O:31][CH2:32][CH3:33])=[O:30])=[C:20]2[C:19]([N:18]([CH3:17])[CH3:27])=[O:5]. The catalyst class is: 9.